This data is from Forward reaction prediction with 1.9M reactions from USPTO patents (1976-2016). The task is: Predict the product of the given reaction. (1) Given the reactants [NH:1]1[C:9]2[C:4](=[N:5][CH:6]=[C:7]([C:10]([O:12][CH3:13])=[O:11])[CH:8]=2)[CH:3]=[CH:2]1.[Cl:14]N1C(=O)CCC1=O, predict the reaction product. The product is: [Cl:14][C:3]1[C:4]2=[N:5][CH:6]=[C:7]([C:10]([O:12][CH3:13])=[O:11])[CH:8]=[C:9]2[NH:1][CH:2]=1. (2) Given the reactants C([O:8][C:9]1[C:10]([O:26][CH2:27][O:28][CH3:29])=[C:11]([CH:23]=[CH:24][N:25]=1)[C:12]([NH:14][CH2:15][C:16]1[CH:21]=[CH:20][C:19]([F:22])=[CH:18][CH:17]=1)=[O:13])C1C=CC=CC=1, predict the reaction product. The product is: [F:22][C:19]1[CH:18]=[CH:17][C:16]([CH2:15][NH:14][C:12]([C:11]2[CH:23]=[CH:24][NH:25][C:9](=[O:8])[C:10]=2[O:26][CH2:27][O:28][CH3:29])=[O:13])=[CH:21][CH:20]=1.